From a dataset of Forward reaction prediction with 1.9M reactions from USPTO patents (1976-2016). Predict the product of the given reaction. (1) Given the reactants C1(P(C2C=CC=CC=2)C2C=CC=CC=2)C=CC=CC=1.[CH2:20]([O:27][C:28](=[O:43])[NH:29][C:30]1[C:39]2[CH2:38][CH:37]([N:40]=[N+]=[N-])[CH2:36][CH2:35][C:34]=2[CH:33]=[CH:32][CH:31]=1)[C:21]1[CH:26]=[CH:25][CH:24]=[CH:23][CH:22]=1.O, predict the reaction product. The product is: [CH2:20]([O:27][C:28](=[O:43])[NH:29][C:30]1[C:39]2[CH2:38][CH:37]([NH2:40])[CH2:36][CH2:35][C:34]=2[CH:33]=[CH:32][CH:31]=1)[C:21]1[CH:26]=[CH:25][CH:24]=[CH:23][CH:22]=1. (2) Given the reactants [OH:1][C:2]1[CH:3]=[CH:4][C:5]2[C:17](=[O:18])[C:16]3[C:15]4[C:10](=[CH:11][C:12]([C:19]#[N:20])=[CH:13][CH:14]=4)[NH:9][C:8]=3[C:7]([CH3:22])([CH3:21])[C:6]=2[CH:23]=1.[O:24]1[CH2:27][CH:26](OS(C2C=CC(C)=CC=2)(=O)=O)[CH2:25]1, predict the reaction product. The product is: [CH3:22][C:7]1([CH3:21])[C:8]2[NH:9][C:10]3[C:15](=[CH:14][CH:13]=[C:12]([C:19]#[N:20])[CH:11]=3)[C:16]=2[C:17](=[O:18])[C:5]2[CH:4]=[CH:3][C:2]([O:1][CH:26]3[CH2:27][O:24][CH2:25]3)=[CH:23][C:6]1=2. (3) Given the reactants [C:1]([N:9]1[CH2:13][CH2:12][C@H:11]([NH:14][C:15](=[O:21])[O:16][C:17]([CH3:20])([CH3:19])[CH3:18])[CH2:10]1)(=[O:8])[C:2]1[CH:7]=[CH:6][CH:5]=[CH:4][CH:3]=1.[H-].[Na+].[CH3:24]I.O, predict the reaction product. The product is: [C:1]([N:9]1[CH2:13][CH2:12][C@H:11]([N:14]([CH3:24])[C:15](=[O:21])[O:16][C:17]([CH3:18])([CH3:20])[CH3:19])[CH2:10]1)(=[O:8])[C:2]1[CH:3]=[CH:4][CH:5]=[CH:6][CH:7]=1. (4) Given the reactants [N-:1]=[C:2]=[O:3].[CH3:4][O:5][C:6]1[CH:12]=[CH:11][C:10]([S:13]([CH:16]([F:18])[F:17])(=[O:15])=[O:14])=[CH:9][C:7]=1[NH2:8].CCO[C:22]([CH3:24])=O, predict the reaction product. The product is: [CH3:4][O:5][C:6]1[CH:12]=[CH:11][C:10]([S:13]([CH:16]([F:18])[F:17])(=[O:15])=[O:14])=[CH:9][C:7]=1[NH:8][C:2]([NH:1][C:6]1[CH:12]=[CH:11][C:22]([CH3:24])=[CH:9][CH:7]=1)=[O:3]. (5) Given the reactants [Cl:1][C:2]1[CH:7]=[CH:6][C:5]([OH:8])=[CH:4][C:3]=1[N+:9]([O-:11])=[O:10].[C:12]1(B(O)O)[CH:17]=[CH:16][CH:15]=[CH:14][CH:13]=1.C(Cl)Cl, predict the reaction product. The product is: [Cl:1][C:2]1[CH:7]=[CH:6][C:5]([O:8][C:12]2[CH:17]=[CH:16][CH:15]=[CH:14][CH:13]=2)=[CH:4][C:3]=1[N+:9]([O-:11])=[O:10]. (6) Given the reactants B([CH:8]1[CH2:13][CH2:12][CH2:11][CH2:10][CH2:9]1)[CH:8]1[CH2:13][CH2:12][CH2:11][CH2:10][CH2:9]1.C#CCCCC.[Zn](CC)CC.[CH:25](=[O:32])[C:26]1[CH:31]=[CH:30][CH:29]=[CH:28][CH:27]=1.CC([O:36]C([C@H](O)[C@@H](O)C(OC(C)C)=O)=O)C, predict the reaction product. The product is: [CH2:28]([CH:27]1[O:36][CH:26]1[CH:25]([C:8]1[CH:9]=[CH:10][CH:11]=[CH:12][CH:13]=1)[OH:32])[CH2:29][CH2:30][CH3:31]. (7) Given the reactants C(O[C:5]1[C:9]2[C:10]([O:14]C(=O)C)=[CH:11][CH:12]=[CH:13][C:8]=2[O:7][CH:6]=1)(=O)C, predict the reaction product. The product is: [O:7]1[C:8]2=[CH:13][CH:12]=[CH:11][C:10]([OH:14])=[C:9]2[CH2:5][CH2:6]1.